The task is: Predict the product of the given reaction.. This data is from Forward reaction prediction with 1.9M reactions from USPTO patents (1976-2016). Given the reactants Br[C:2]1[CH:27]=[CH:26][C:5]2[NH:6][C:7]([N:9]3[CH2:25][CH2:24][C:12]4([O:16][C:15](=[O:17])[N:14]([C:18]5[CH:23]=[CH:22][CH:21]=[CH:20][CH:19]=5)[CH2:13]4)[CH2:11][CH2:10]3)=[N:8][C:4]=2[CH:3]=1.[F:28][C:29]1[CH:34]=[CH:33][C:32](B(O)O)=[CH:31][CH:30]=1.C(=O)([O-])[O-].[Na+].[Na+].O, predict the reaction product. The product is: [F:28][C:29]1[CH:34]=[CH:33][C:32]([C:2]2[CH:27]=[CH:26][C:5]3[NH:6][C:7]([N:9]4[CH2:10][CH2:11][C:12]5([O:16][C:15](=[O:17])[N:14]([C:18]6[CH:23]=[CH:22][CH:21]=[CH:20][CH:19]=6)[CH2:13]5)[CH2:24][CH2:25]4)=[N:8][C:4]=3[CH:3]=2)=[CH:31][CH:30]=1.